From a dataset of Catalyst prediction with 721,799 reactions and 888 catalyst types from USPTO. Predict which catalyst facilitates the given reaction. (1) Reactant: [CH3:1][C:2]1[N:12]=[C:5]2[NH:6][C:7]([C:10]#[N:11])=[CH:8][CH:9]=[C:4]2[N:3]=1.[H-].[Na+].CS(O[CH2:20][C:21]1[CH:26]=[CH:25][C:24]([Br:27])=[CH:23][C:22]=1[Cl:28])(=O)=O.O. Product: [Br:27][C:24]1[CH:25]=[CH:26][C:21]([CH2:20][N:12]2[C:5]3=[N:6][C:7]([C:10]#[N:11])=[CH:8][CH:9]=[C:4]3[N:3]=[C:2]2[CH3:1])=[C:22]([Cl:28])[CH:23]=1.[Br:27][C:24]1[CH:25]=[CH:26][C:21]([CH2:20][N:3]2[C:4]3[C:5](=[N:6][C:7]([C:10]#[N:11])=[CH:8][CH:9]=3)[N:12]=[C:2]2[CH3:1])=[C:22]([Cl:28])[CH:23]=1. The catalyst class is: 9. (2) Product: [CH2:18]([O:17][C:15](=[O:16])[CH2:14][O:1][C:2]1[CH:9]=[CH:8][C:5]([CH:6]=[O:7])=[CH:4][C:3]=1[N+:10]([O-:12])=[O:11])[CH3:19]. The catalyst class is: 10. Reactant: [OH:1][C:2]1[CH:9]=[CH:8][C:5]([CH:6]=[O:7])=[CH:4][C:3]=1[N+:10]([O-:12])=[O:11].Br[CH2:14][C:15]([O:17][CH2:18][CH3:19])=[O:16]. (3) Reactant: [Cl:1][C:2]1[CH:3]=[C:4]([C:10]2[CH:14]=[CH:13][N:12]([CH2:15][C@@H:16]([NH:18][C:19]([C:21]3[O:25][N:24]=[C:23]([C:26]4[N:27]=[CH:28][N:29](C(C5C=CC=CC=5)(C5C=CC=CC=5)C5C=CC=CC=5)[CH:30]=4)[N:22]=3)=[O:20])[CH3:17])[N:11]=2)[CH:5]=[CH:6][C:7]=1[C:8]#[N:9].C1COCC1.O. Product: [Cl:1][C:2]1[CH:3]=[C:4]([C:10]2[CH:14]=[CH:13][N:12]([CH2:15][C@@H:16]([NH:18][C:19]([C:21]3[O:25][N:24]=[C:23]([C:26]4[N:27]=[CH:28][NH:29][CH:30]=4)[N:22]=3)=[O:20])[CH3:17])[N:11]=2)[CH:5]=[CH:6][C:7]=1[C:8]#[N:9]. The catalyst class is: 106. (4) Reactant: Br[C:2]1[CH:7]=[CH:6][C:5]([C:8]2[NH:9][C:10](=[O:24])[C:11]3[N:16]([CH:17]4[CH2:22][CH2:21][CH2:20][CH2:19][CH2:18]4)[N:15]=[C:14]([CH3:23])[C:12]=3[N:13]=2)=[C:4]([O:25][CH3:26])[CH:3]=1.C([Li])CCC.CN(C)[CH:34]=[O:35].[Cl-].[NH4+]. Product: [CH:17]1([N:16]2[C:11]3[C:10](=[O:24])[NH:9][C:8]([C:5]4[CH:6]=[CH:7][C:2]([CH:34]=[O:35])=[CH:3][C:4]=4[O:25][CH3:26])=[N:13][C:12]=3[C:14]([CH3:23])=[N:15]2)[CH2:22][CH2:21][CH2:20][CH2:19][CH2:18]1. The catalyst class is: 7. (5) Reactant: Br[C:2]1[C:3]([C:7]([OH:9])=[O:8])=[CH:4][S:5][CH:6]=1.[CH2:10]([N:14]([CH2:40][CH:41]([CH3:43])[CH3:42])[C:15]1[CH:20]=[CH:19][C:18](B2OCC(C)(C)CO2)=[CH:17][C:16]=1[NH:29][C:30]([NH:32][C:33]1[CH:38]=[CH:37][C:36]([CH3:39])=[CH:35][CH:34]=1)=[O:31])[CH:11]([CH3:13])[CH3:12].C(=O)([O-])[O-].[K+].[K+].CC(O)=O. Product: [CH2:10]([N:14]([CH2:40][CH:41]([CH3:43])[CH3:42])[C:15]1[CH:20]=[CH:19][C:18]([C:2]2[C:3]([C:7]([OH:9])=[O:8])=[CH:4][S:5][CH:6]=2)=[CH:17][C:16]=1[NH:29][C:30]([NH:32][C:33]1[CH:38]=[CH:37][C:36]([CH3:39])=[CH:35][CH:34]=1)=[O:31])[CH:11]([CH3:13])[CH3:12]. The catalyst class is: 128.